This data is from Full USPTO retrosynthesis dataset with 1.9M reactions from patents (1976-2016). The task is: Predict the reactants needed to synthesize the given product. (1) The reactants are: [C:1]([O:5][C:6](=[O:20])[NH:7][CH2:8][C:9]1[CH:14]=[CH:13][C:12]([Cl:15])=[C:11]([N:16]=[C:17]=S)[C:10]=1[Cl:19])([CH3:4])([CH3:3])[CH3:2].[NH2:21][C:22]1[C:23]([NH2:46])=[N:24][C:25]([O:41][CH2:42][CH:43]([F:45])[F:44])=[C:26]([CH:40]=1)[C:27]([NH:29][C@H:30]1[CH2:35][CH2:34][C@H:33]([C:36]([F:39])([F:38])[F:37])[CH2:32][CH2:31]1)=[O:28].C(Cl)CCl. Given the product [C:1]([O:5][C:6](=[O:20])[NH:7][CH2:8][C:9]1[CH:14]=[CH:13][C:12]([Cl:15])=[C:11]([NH:16][C:17]2[NH:46][C:23]3=[N:24][C:25]([O:41][CH2:42][CH:43]([F:45])[F:44])=[C:26]([C:27](=[O:28])[NH:29][C@H:30]4[CH2:31][CH2:32][C@H:33]([C:36]([F:38])([F:37])[F:39])[CH2:34][CH2:35]4)[CH:40]=[C:22]3[N:21]=2)[C:10]=1[Cl:19])([CH3:4])([CH3:3])[CH3:2], predict the reactants needed to synthesize it. (2) Given the product [CH3:1][O:2][C:3]1[C:4]([O:17][CH2:18][CH2:19][O:20][CH3:21])=[CH:5][C:6]2[CH2:7][CH:8]([C:13]3([CH3:16])[CH2:14][CH2:15]3)[N:9]3[CH:10]([CH2:33][C:32](=[O:34])[C:26]([C:27]([O:29][CH2:30][CH3:31])=[O:28])=[CH:25]3)[C:11]=2[CH:12]=1, predict the reactants needed to synthesize it. The reactants are: [CH3:1][O:2][C:3]1[CH:12]=[C:11]2[C:6]([CH2:7][CH:8]([C:13]3([CH3:16])[CH2:15][CH2:14]3)[N:9]=[CH:10]2)=[CH:5][C:4]=1[O:17][CH2:18][CH2:19][O:20][CH3:21].C(O[CH:25]=[C:26]([C:32](=[O:34])[CH3:33])[C:27]([O:29][CH2:30][CH3:31])=[O:28])C. (3) Given the product [CH2:1]([NH:8][C:11](=[O:12])[CH2:10][Cl:9])[C:2]1[CH:7]=[CH:6][CH:5]=[CH:4][CH:3]=1, predict the reactants needed to synthesize it. The reactants are: [CH2:1]([NH2:8])[C:2]1[CH:7]=[CH:6][CH:5]=[CH:4][CH:3]=1.[Cl:9][CH2:10][C:11](Cl)=[O:12]. (4) The reactants are: [C:1]([C:4]1[NH:5][C:6]2[C:11]([CH:12]=1)=[CH:10][C:9]([C:13]([O:15]C)=[O:14])=[CH:8][CH:7]=2)(=[O:3])[NH2:2].[OH-].[K+]. Given the product [C:1]([C:4]1[NH:5][C:6]2[C:11]([CH:12]=1)=[CH:10][C:9]([C:13]([OH:15])=[O:14])=[CH:8][CH:7]=2)(=[O:3])[NH2:2], predict the reactants needed to synthesize it. (5) Given the product [NH2:2][C:1](=[O:25])[CH:3]([NH:16][C:17](=[O:23])[O:18][C:19]([CH3:20])([CH3:22])[CH3:21])[C:4]1[CH:9]=[CH:8][C:7]([O:10][C:11]([F:14])([F:13])[F:12])=[C:6]([F:15])[CH:5]=1, predict the reactants needed to synthesize it. The reactants are: [C:1]([CH:3]([NH:16][C:17](=[O:23])[O:18][C:19]([CH3:22])([CH3:21])[CH3:20])[C:4]1[CH:9]=[CH:8][C:7]([O:10][C:11]([F:14])([F:13])[F:12])=[C:6]([F:15])[CH:5]=1)#[N:2].C(=O)([O-])[O-:25].[K+].[K+].CS(C)=O.OO. (6) Given the product [Cl:9][C:6]1[C:7]([CH3:8])=[C:2]([CH:15]=[CH2:16])[C:3]([O:13][CH3:14])=[C:4]([C:10](=[O:12])[CH3:11])[CH:5]=1, predict the reactants needed to synthesize it. The reactants are: Br[C:2]1[C:3]([O:13][CH3:14])=[C:4]([C:10](=[O:12])[CH3:11])[CH:5]=[C:6]([Cl:9])[C:7]=1[CH3:8].[CH3:15][C:16]1(C)C(C)(C)OB(C=C)O1.ClCCl.C(=O)([O-])[O-].[K+].[K+]. (7) The reactants are: [CH3:1][N:2]([CH3:7])[CH2:3][C:4](O)=[O:5].C(N(CC)C(C)C)(C)C.F[B-](F)(F)F.N1(OC(N(C)C)=[N+](C)C)C2C=CC=CC=2N=N1.[CH3:39][O:40][C:41]1[CH:42]=[CH:43][CH:44]=[C:45]2[C:50]=1[CH:49]([NH:51][C:52]1[CH:61]=[CH:60][C:59]3[C:54](=[CH:55][CH:56]=[C:57]([NH2:62])[CH:58]=3)[N:53]=1)[CH2:48][CH2:47][CH2:46]2. Given the product [CH3:1][N:2]([CH3:7])[CH2:3][C:4]([NH:62][C:57]1[CH:58]=[C:59]2[C:54](=[CH:55][CH:56]=1)[N:53]=[C:52]([NH:51][CH:49]1[C:50]3[C:45](=[CH:44][CH:43]=[CH:42][C:41]=3[O:40][CH3:39])[CH2:46][CH2:47][CH2:48]1)[CH:61]=[CH:60]2)=[O:5], predict the reactants needed to synthesize it. (8) Given the product [N:10]1[C:2]([C:22]2[CH:21]=[C:20]([CH2:19][CH2:17][NH2:18])[CH:25]=[CH:24][CH:23]=2)=[C:3]2[C:7]([NH:6][CH:5]=[N:4]2)=[N:8][CH:9]=1, predict the reactants needed to synthesize it. The reactants are: Cl[C:2]1[N:10]=[CH:9][N:8]=[C:7]2[C:3]=1[N:4]=[CH:5][N:6]2C1CCCCO1.[C:17]([CH2:19][C:20]1[CH:25]=[CH:24][C:23](B(O)O)=[CH:22][CH:21]=1)#[N:18].N1C(C2C=CC(CCN)=CC=2)=C2C(NC=N2)=NC=1.